Dataset: Reaction yield outcomes from USPTO patents with 853,638 reactions. Task: Predict the reaction yield, written as a fraction of the theoretical maximum amount of product (1.0 means a 100% yield; for example, 0.34 means a 34% yield). (1) The reactants are [CH2:1]([NH2:9])[CH2:2][CH2:3][CH2:4][CH2:5][CH2:6][CH2:7][CH3:8].C([O:12][C:13]([CH2:15][N:16]([S:24]([C:27]1[CH:32]=[CH:31][C:30]([N+:33]([O-:35])=[O:34])=[CH:29][CH:28]=1)(=[O:26])=[O:25])[CH:17]([CH2:22]O)[C:18]([O:20][CH3:21])=[O:19])=O)C. No catalyst specified. The product is [N+:33]([C:30]1[CH:31]=[CH:32][C:27]([S:24]([N:16]2[CH2:15][C:13](=[O:12])[N:9]([CH2:1][CH2:2][CH2:3][CH2:4][CH2:5][CH2:6][CH2:7][CH3:8])[CH2:22][CH:17]2[C:18]([O:20][CH3:21])=[O:19])(=[O:26])=[O:25])=[CH:28][CH:29]=1)([O-:35])=[O:34]. The yield is 0.880. (2) The reactants are [Br:1][C:2]1[CH:18]=[C:17]2[C:5]([CH2:6]C3C4C=C(Cl)C=CC=4[NH:9][C:8]=32)=[CH:4][CH:3]=1.[CH:19]1[CH:24]=[C:23]([Cl:25])[CH:22]=[C:21]([C:26]([O:28]O)=O)[CH:20]=1.C([O-])(O)=[O:31].[Na+]. The catalyst is C(Cl)(Cl)Cl. The product is [Br:1][C:2]1[CH:3]=[CH:4][C:5]2[CH2:6][C:26](=[O:28])[C:21]3[CH:22]=[C:23]([Cl:25])[CH:24]=[CH:19][C:20]=3[NH:9][C:8](=[O:31])[C:17]=2[CH:18]=1. The yield is 0.430. (3) The reactants are [C:1]([O:5][C:6]([N:8]1[CH2:13][CH2:12][N:11]([CH2:14][CH2:15][CH2:16][OH:17])[CH2:10][CH2:9]1)=[O:7])([CH3:4])([CH3:3])[CH3:2].[F:18][C:19]1[C:27]([O:28][C:29]2[C:38]3[C:33](=[CH:34][C:35](O)=[C:36]([O:39][CH3:40])[CH:37]=3)[N:32]=[CH:31][N:30]=2)=[CH:26][CH:25]=[C:24]2[C:20]=1[CH:21]=[C:22]([CH3:42])[NH:23]2. No catalyst specified. The product is [F:18][C:19]1[C:27]([O:28][C:29]2[C:38]3[C:33](=[CH:34][C:35]([O:17][CH2:16][CH2:15][CH2:14][N:11]4[CH2:10][CH2:9][N:8]([C:6]([O:5][C:1]([CH3:4])([CH3:3])[CH3:2])=[O:7])[CH2:13][CH2:12]4)=[C:36]([O:39][CH3:40])[CH:37]=3)[N:32]=[CH:31][N:30]=2)=[CH:26][CH:25]=[C:24]2[C:20]=1[CH:21]=[C:22]([CH3:42])[NH:23]2. The yield is 0.700. (4) The yield is 0.770. The product is [CH2:1]([NH:3][C:4](=[O:12])[C:5]1[CH:10]=[CH:9][C:8]([N:13]2[CH2:18][CH2:17][NH:16][CH2:15][CH2:14]2)=[CH:7][CH:6]=1)[CH3:2]. The reactants are [CH2:1]([NH:3][C:4](=[O:12])[C:5]1[CH:10]=[CH:9][C:8](F)=[CH:7][CH:6]=1)[CH3:2].[NH:13]1[CH2:18][CH2:17][NH:16][CH2:15][CH2:14]1. No catalyst specified. (5) The yield is 1.00. The catalyst is C(O)C. The reactants are [Cl:1][C:2]1[CH:3]=[C:4]([CH:40]=[CH:41][C:42]=1[O:43][CH:44]([CH3:46])[CH3:45])[C:5]([NH:7][C@@H:8]([CH2:21][C:22]1[CH:27]=[CH:26][C:25]([C:28]2[N:29]=[C:30]3[C:35]([CH:36]([OH:38])[CH3:37])=[CH:34][CH:33]=[CH:32][N:31]3[CH:39]=2)=[CH:24][CH:23]=1)[CH2:9][N:10]1C(=O)C2C(=CC=CC=2)C1=O)=[O:6].O.NN. The product is [NH2:10][CH2:9][C@@H:8]([NH:7][C:5](=[O:6])[C:4]1[CH:40]=[CH:41][C:42]([O:43][CH:44]([CH3:45])[CH3:46])=[C:2]([Cl:1])[CH:3]=1)[CH2:21][C:22]1[CH:27]=[CH:26][C:25]([C:28]2[N:29]=[C:30]3[C:35]([CH:36]([OH:38])[CH3:37])=[CH:34][CH:33]=[CH:32][N:31]3[CH:39]=2)=[CH:24][CH:23]=1. (6) The reactants are [CH3:1][C:2]([S@@:5]([NH2:7])=[O:6])([CH3:4])[CH3:3].[F:8][C:9]1[CH:14]=[CH:13][C:12]([C:15]([C:17]2[CH:18]=[N:19][C:20]([N:23]3[CH2:28][CH2:27][N:26]([C:29]4[C:34]5=[CH:35][C:36]([C:38]6[CH:39]=[N:40][N:41]([CH3:43])[CH:42]=6)=[CH:37][N:33]5[N:32]=[CH:31][N:30]=4)[CH2:25][CH2:24]3)=[N:21][CH:22]=2)=O)=[CH:11][CH:10]=1.O. The catalyst is C1COCC1. The product is [F:8][C:9]1[CH:10]=[CH:11][C:12](/[C:15](/[C:17]2[CH:18]=[N:19][C:20]([N:23]3[CH2:28][CH2:27][N:26]([C:29]4[C:34]5=[CH:35][C:36]([C:38]6[CH:39]=[N:40][N:41]([CH3:43])[CH:42]=6)=[CH:37][N:33]5[N:32]=[CH:31][N:30]=4)[CH2:25][CH2:24]3)=[N:21][CH:22]=2)=[N:7]/[S@:5]([C:2]([CH3:4])([CH3:3])[CH3:1])=[O:6])=[CH:13][CH:14]=1. The yield is 1.00. (7) The reactants are [C:1]([O:5][C:6](=[O:20])[C:7]1[CH:12]=[CH:11][C:10]([F:13])=[CH:9][C:8]=1[NH:14][C@@H:15]([CH3:19])[CH2:16][O:17][CH3:18])([CH3:4])([CH3:3])[CH3:2].C(N(CC)CC)C.[F:28][C:29]([F:40])([F:39])[C:30](O[C:30](=[O:31])[C:29]([F:40])([F:39])[F:28])=[O:31]. The catalyst is ClCCl. The product is [C:1]([O:5][C:6](=[O:20])[C:7]1[CH:12]=[CH:11][C:10]([F:13])=[CH:9][C:8]=1[N:14]([C@@H:15]([CH3:19])[CH2:16][O:17][CH3:18])[C:30](=[O:31])[C:29]([F:40])([F:39])[F:28])([CH3:4])([CH3:3])[CH3:2]. The yield is 0.990. (8) The reactants are [OH:1][C:2]1[CH:3]=[C:4]([N:8]2[C:17](=[O:18])[C:16]3[C:11](=[CH:12][CH:13]=[CH:14][C:15]=3[CH3:19])[N:10]=[C:9]2[CH:20]([NH:22][C:23]2[N:31]=[CH:30][N:29]=[C:28]3[C:24]=2[N:25]=[CH:26][N:27]3[CH2:32][O:33][CH2:34][CH2:35][Si:36]([CH3:39])([CH3:38])[CH3:37])[CH3:21])[CH:5]=[CH:6][CH:7]=1.[C:40](=O)([O-])[O-].[K+].[K+].CI. The catalyst is CN(C=O)C. The product is [CH3:40][O:1][C:2]1[CH:3]=[C:4]([N:8]2[C:17](=[O:18])[C:16]3[C:11](=[CH:12][CH:13]=[CH:14][C:15]=3[CH3:19])[N:10]=[C:9]2[CH:20]([NH:22][C:23]2[N:31]=[CH:30][N:29]=[C:28]3[C:24]=2[N:25]=[CH:26][N:27]3[CH2:32][O:33][CH2:34][CH2:35][Si:36]([CH3:37])([CH3:39])[CH3:38])[CH3:21])[CH:5]=[CH:6][CH:7]=1. The yield is 0.820. (9) The reactants are Cl.[CH3:2][C:3]1[CH:8]=[C:7]([N+:9]([O-:11])=[O:10])[CH:6]=[C:5]([CH3:12])[C:4]=1[NH:13]C(=O)C.C(=O)([O-])[O-].[Na+].[Na+]. The catalyst is O. The product is [CH3:2][C:3]1[CH:8]=[C:7]([N+:9]([O-:11])=[O:10])[CH:6]=[C:5]([CH3:12])[C:4]=1[NH2:13]. The yield is 0.970. (10) The reactants are [NH2:1][C:2]1[CH:10]=[C:9]2[C:5]([CH2:6][O:7][C:8]2=[C:11]2[C:19]3[C:14](=[CH:15][CH:16]=[CH:17][CH:18]=3)[NH:13][C:12]2=[O:20])=[CH:4][CH:3]=1.C(N(CC)C(C)C)(C)C.[C:30](Cl)(=[O:32])[CH3:31]. The catalyst is C1COCC1. The product is [O:20]=[C:12]1[C:11](=[C:8]2[C:9]3[C:5](=[CH:4][CH:3]=[C:2]([NH:1][C:30](=[O:32])[CH3:31])[CH:10]=3)[CH2:6][O:7]2)[C:19]2[C:14](=[CH:15][CH:16]=[CH:17][CH:18]=2)[NH:13]1. The yield is 0.820.